From a dataset of Forward reaction prediction with 1.9M reactions from USPTO patents (1976-2016). Predict the product of the given reaction. (1) Given the reactants [Cl:1][C:2]1[CH:7]=[CH:6][C:5]([O:8]C)=[CH:4][C:3]=1[O:10][C:11]1[CH:16]=[CH:15][C:14]([F:17])=[CH:13][CH:12]=1.B(Br)(Br)Br.CCCCCCC.C(OCC)(=O)C, predict the reaction product. The product is: [Cl:1][C:2]1[CH:7]=[CH:6][C:5]([OH:8])=[CH:4][C:3]=1[O:10][C:11]1[CH:16]=[CH:15][C:14]([F:17])=[CH:13][CH:12]=1. (2) Given the reactants [Cl:1][C:2]1[CH:3]=[CH:4][C:5]2[NH:11][C:10]3[CH:12]=[CH:13][CH:14]=[CH:15][C:9]=3[C:8](=O)[NH:7][C:6]=2[CH:17]=1.P(Cl)(Cl)([Cl:20])=O.C([O-])([O-])=O.[Na+].[Na+], predict the reaction product. The product is: [Cl:1][C:2]1[CH:3]=[CH:4][C:5]2[NH:11][C:10]3[CH:12]=[CH:13][CH:14]=[CH:15][C:9]=3[C:8]([Cl:20])=[N:7][C:6]=2[CH:17]=1. (3) Given the reactants [CH3:1][S:2](Cl)(=[O:4])=[O:3].[F:6][C:7]1[C:8]([NH:33][C@@H:34]([C:37]([CH3:40])([CH3:39])[CH3:38])[CH2:35][OH:36])=[CH:9][C:10]([C:13]2[C:21]3[C:16](=[N:17][CH:18]=[C:19]([F:22])[CH:20]=3)[N:15]([S:23]([C:26]3[CH:32]=[CH:31][C:29]([CH3:30])=[CH:28][CH:27]=3)(=[O:25])=[O:24])[CH:14]=2)=[N:11][CH:12]=1.C1(C(NC2C(F)=CN=C(C3C4C(=NC=C(F)C=4)N(S(C4C=CC(C)=CC=4)(=O)=O)C=3)N=2)CC([O-])=O)CCC1.C(N(CC)CC)C, predict the reaction product. The product is: [CH3:1][S:2]([O:36][CH2:35][C@@H:34]([NH:33][C:8]1[C:7]([F:6])=[CH:12][N:11]=[C:10]([C:13]2[C:21]3[C:16](=[N:17][CH:18]=[C:19]([F:22])[CH:20]=3)[N:15]([S:23]([C:26]3[CH:32]=[CH:31][C:29]([CH3:30])=[CH:28][CH:27]=3)(=[O:24])=[O:25])[CH:14]=2)[CH:9]=1)[C:37]([CH3:40])([CH3:39])[CH3:38])(=[O:4])=[O:3]. (4) Given the reactants [Cl:1][C:2]1[CH:7]=[CH:6][CH:5]=[CH:4][C:3]=1[CH:8]([O:10][C:11](=[O:26])[NH:12][C:13]1[C:14]([CH3:25])=[N:15][O:16][C:17]=1[C:18]1[CH:23]=[CH:22][CH:21]=[C:20](Br)[CH:19]=1)[CH3:9].[B:27]1([B:27]2[O:31][C:30]([CH3:33])([CH3:32])[C:29]([CH3:35])([CH3:34])[O:28]2)[O:31][C:30]([CH3:33])([CH3:32])[C:29]([CH3:35])([CH3:34])[O:28]1, predict the reaction product. The product is: [Cl:1][C:2]1[CH:7]=[CH:6][CH:5]=[CH:4][C:3]=1[CH:8]([O:10][C:11](=[O:26])[NH:12][C:13]1[C:14]([CH3:25])=[N:15][O:16][C:17]=1[C:18]1[CH:23]=[CH:22][CH:21]=[C:20]([B:27]2[O:31][C:30]([CH3:33])([CH3:32])[C:29]([CH3:35])([CH3:34])[O:28]2)[CH:19]=1)[CH3:9]. (5) Given the reactants Cl[C:2]1[C:11]2[C:6](=[CH:7][CH:8]=[CH:9][CH:10]=2)[N:5]=[CH:4][CH:3]=1.[F:12][C:13]1[CH:20]=[CH:19][C:16]([CH2:17][NH2:18])=[CH:15][CH:14]=1.[F:21][C:22]1[CH:29]=[CH:28][C:25]([CH2:26]Br)=[CH:24][CH:23]=1, predict the reaction product. The product is: [F:12][C:13]1[CH:20]=[CH:19][C:16]([CH2:17][N:18]=[C:2]2[C:11]3[C:6](=[CH:7][CH:8]=[CH:9][CH:10]=3)[N:5]([CH2:26][C:25]3[CH:28]=[CH:29][C:22]([F:21])=[CH:23][CH:24]=3)[CH:4]=[CH:3]2)=[CH:15][CH:14]=1. (6) Given the reactants [OH:1][CH2:2][C@@H:3]1[CH2:8][N:7]([CH2:9][C:10]([N:12]2[C:20]3[C:15](=[CH:16][CH:17]=[CH:18][CH:19]=3)[CH2:14][CH2:13]2)=[O:11])[CH2:6][CH2:5][O:4]1.[Cl:21][C:22]1[CH:23]=[C:24](O)[CH:25]=[CH:26][CH:27]=1.C1(P(C2C=CC=CC=2)C2C=CC=CC=2)C=CC=CC=1.CCOC(/N=N/C(OCC)=O)=O, predict the reaction product. The product is: [Cl:21][C:22]1[CH:27]=[C:26]([CH:25]=[CH:24][CH:23]=1)[O:1][CH2:2][C@@H:3]1[CH2:8][N:7]([CH2:9][C:10]([N:12]2[C:20]3[C:15](=[CH:16][CH:17]=[CH:18][CH:19]=3)[CH2:14][CH2:13]2)=[O:11])[CH2:6][CH2:5][O:4]1. (7) Given the reactants Br[C:2]1[C:10]2[O:9][C:8]([CH3:12])([CH3:11])[CH2:7][C:6]=2[CH:5]=[C:4]([Cl:13])[CH:3]=1.[C:14](=[NH:27])([C:21]1[CH:26]=[CH:25][CH:24]=[CH:23][CH:22]=1)[C:15]1[CH:20]=[CH:19][CH:18]=[CH:17][CH:16]=1.C1(P(C2C(P(C3C=CC=CC=3)C3C=CC=CC=3)=C(C3C4C(=CC=CC=4)C=CC=3)C3C(C=2)=CC=CC=3)C2C=CC=CC=2)C=CC=CC=1.CC(C)([O-])C.[Na+], predict the reaction product. The product is: [Cl:13][C:4]1[CH:3]=[C:2]([N:27]=[C:14]([C:15]2[CH:20]=[CH:19][CH:18]=[CH:17][CH:16]=2)[C:21]2[CH:26]=[CH:25][CH:24]=[CH:23][CH:22]=2)[C:10]2[O:9][C:8]([CH3:12])([CH3:11])[CH2:7][C:6]=2[CH:5]=1. (8) Given the reactants [I:1][C:2]1[CH:10]=[CH:9][C:5]([C:6]([OH:8])=[O:7])=[CH:4][CH:3]=1.[CH3:11]COCC.[N+](=C)=[N-], predict the reaction product. The product is: [CH3:11][O:7][C:6](=[O:8])[C:5]1[CH:9]=[CH:10][C:2]([I:1])=[CH:3][CH:4]=1. (9) Given the reactants C(OC(=O)[NH:7][C:8]1[CH:13]=[C:12]([N:14]([CH3:16])[CH3:15])[C:11]([C:17]([F:20])([F:19])[F:18])=[CH:10][C:9]=1[NH:21][C:22](=[O:38])[CH2:23][C:24]([C:26]1[CH:31]=[CH:30][CH:29]=[C:28]([C:32]2[O:36][N:35]=[C:34]([CH3:37])[CH:33]=2)[CH:27]=1)=O)(C)(C)C.C(O)(C(F)(F)F)=O, predict the reaction product. The product is: [CH3:16][N:14]([CH3:15])[C:12]1[C:11]([C:17]([F:19])([F:20])[F:18])=[CH:10][C:9]2[NH:21][C:22](=[O:38])[CH2:23][C:24]([C:26]3[CH:31]=[CH:30][CH:29]=[C:28]([C:32]4[O:36][N:35]=[C:34]([CH3:37])[CH:33]=4)[CH:27]=3)=[N:7][C:8]=2[CH:13]=1.